From a dataset of Full USPTO retrosynthesis dataset with 1.9M reactions from patents (1976-2016). Predict the reactants needed to synthesize the given product. (1) Given the product [Cl:1][C:2]1[C:3]([C:15](=[O:19])[CH3:16])=[C:4]2[CH:13]=[CH:12][CH:11]=[C:10]3[C:5]2=[C:6]([CH:14]=1)[CH2:7][O:8][CH2:9]3, predict the reactants needed to synthesize it. The reactants are: [Cl:1][C:2]1[C:3]([C:15](=N)[CH3:16])=[C:4]2[CH:13]=[CH:12][CH:11]=[C:10]3[C:5]2=[C:6]([CH:14]=1)[CH2:7][O:8][CH2:9]3.Cl.[O:19]1CCCC1. (2) Given the product [Cl:21][C:22]1[CH:23]=[C:24]([S:29]([NH:2][CH2:3][C:4]2[CH:5]=[CH:6][C:7]([C:10]([O:12][CH3:13])=[O:11])=[N:8][CH:9]=2)(=[O:30])=[O:31])[CH:25]=[CH:26][C:27]=1[F:28], predict the reactants needed to synthesize it. The reactants are: Cl.[NH2:2][CH2:3][C:4]1[CH:5]=[CH:6][C:7]([C:10]([O:12][CH3:13])=[O:11])=[N:8][CH:9]=1.C(N(CC)CC)C.[Cl:21][C:22]1[CH:23]=[C:24]([S:29](Cl)(=[O:31])=[O:30])[CH:25]=[CH:26][C:27]=1[F:28]. (3) Given the product [C:3]([N:18]1[CH2:17][C:16]([N:14]2[CH:15]=[C:11]([C:8]([NH2:9])=[O:10])[C:12]([NH:23][C:24]3[CH:29]=[CH:28][CH:27]=[CH:26][CH:25]=3)=[N:13]2)([CH2:20][C:21]#[N:22])[CH2:19]1)(=[O:4])[CH3:2], predict the reactants needed to synthesize it. The reactants are: F[C:2](F)(F)[C:3]([O-])=[O:4].[C:8]([C:11]1[C:12]([NH:23][C:24]2[CH:29]=[CH:28][CH:27]=[CH:26][CH:25]=2)=[N:13][N:14]([C:16]2([CH2:20][C:21]#[N:22])[CH2:19][NH2+:18][CH2:17]2)[CH:15]=1)(=[O:10])[NH2:9].N1C=CC=CC=1.C(OC(=O)C)(=O)C. (4) Given the product [ClH:1].[Cl-:1].[NH2:12][C:13]([CH3:26])([CH3:25])[CH2:14][CH2:15][N+:16]1([CH3:24])[CH2:21][CH2:20][C:19]([F:23])([F:22])[CH2:18][CH2:17]1, predict the reactants needed to synthesize it. The reactants are: [Cl-:1].C(OC([NH:12][C:13]([CH3:26])([CH3:25])[CH2:14][CH2:15][N+:16]1([CH3:24])[CH2:21][CH2:20][C:19]([F:23])([F:22])[CH2:18][CH2:17]1)=O)C1C=CC=CC=1. (5) Given the product [CH3:7][C:6]1[O:23][C:9]([CH3:8])=[CH:10][C:11]=1[CH:12]=[O:14], predict the reactants needed to synthesize it. The reactants are: CC(OI1(OC(C)=O)(OC(C)=O)[O:14][C:12](=O)[C:11]2[CH:10]=[CH:9][CH:8]=[CH:7][C:6]1=2)=O.[OH2:23]. (6) Given the product [C:19]([O:23][C:24]([N:26]1[CH2:31][CH2:30][CH:29]([C:32]2[CH:37]=[CH:36][C:35]([NH:38][C:8]([C:5]3[NH:6][CH:7]=[C:3]([C:1]#[N:2])[CH:4]=3)=[O:10])=[C:34]([C:39]3[CH2:44][CH2:43][CH2:42][CH2:41][CH:40]=3)[CH:33]=2)[CH2:28][CH2:27]1)=[O:25])([CH3:22])([CH3:20])[CH3:21], predict the reactants needed to synthesize it. The reactants are: [C:1]([C:3]1[CH:4]=[C:5]([C:8]([OH:10])=O)[NH:6][CH:7]=1)#[N:2].ClC(N(C)C)=C(C)C.[C:19]([O:23][C:24]([N:26]1[CH2:31][CH2:30][CH:29]([C:32]2[CH:37]=[CH:36][C:35]([NH2:38])=[C:34]([C:39]3[CH2:44][CH2:43][CH2:42][CH2:41][CH:40]=3)[CH:33]=2)[CH2:28][CH2:27]1)=[O:25])([CH3:22])([CH3:21])[CH3:20].